Predict the product of the given reaction. From a dataset of Forward reaction prediction with 1.9M reactions from USPTO patents (1976-2016). Given the reactants NCC1CC1.[Br:6][CH2:7][C:8]([OH:10])=O.CN(C(ON1N=N[C:21]2[CH:22]=[CH:23][CH:24]=[N:25][C:20]1=2)=[N+](C)C)C.F[P-](F)(F)(F)(F)F, predict the reaction product. The product is: [Br:6][CH2:7][C:8](=[O:10])[CH2:20][NH:25][CH2:24][CH:23]1[CH2:21][CH2:22]1.